From a dataset of Catalyst prediction with 721,799 reactions and 888 catalyst types from USPTO. Predict which catalyst facilitates the given reaction. (1) Reactant: [Cl:1][C:2]1[CH:7]=[C:6]([N+:8]([O-:10])=[O:9])[CH:5]=[CH:4][C:3]=1F.[OH:12][C:13]1[CH:14]=[C:15]([CH:18]=[CH:19][CH:20]=1)[C:16]#[N:17].C(=O)([O-])[O-].[K+].[K+].O. Product: [Cl:1][C:2]1[CH:7]=[C:6]([N+:8]([O-:10])=[O:9])[CH:5]=[CH:4][C:3]=1[O:12][C:13]1[CH:14]=[C:15]([CH:18]=[CH:19][CH:20]=1)[C:16]#[N:17]. The catalyst class is: 9. (2) Reactant: [OH:1][C:2]1[CH:7]=[CH:6][N:5]=[C:4]([C:8]([O:10][CH2:11][CH3:12])=[O:9])[CH:3]=1.Cl[CH2:14][C:15]1[S:16][CH:17]=[C:18]([CH:20]([CH3:22])[CH3:21])[N:19]=1.[I-].[K+].C(=O)([O-])[O-].[K+].[K+]. Product: [CH:20]([C:18]1[N:19]=[C:15]([CH2:14][O:1][C:2]2[CH:7]=[CH:6][N:5]=[C:4]([C:8]([O:10][CH2:11][CH3:12])=[O:9])[CH:3]=2)[S:16][CH:17]=1)([CH3:22])[CH3:21]. The catalyst class is: 9. (3) Reactant: [CH2:1]([O:8][C:9]([N:11]1[CH2:15][C:14]([F:17])([F:16])[CH2:13][C@H:12]1[C:18]([NH2:20])=O)=[O:10])[C:2]1[CH:7]=[CH:6][CH:5]=[CH:4][CH:3]=1.C(N(CC)CC)C.FC(F)(F)C(OC(=O)C(F)(F)F)=O. Product: [CH2:1]([O:8][C:9]([N:11]1[CH2:15][C:14]([F:17])([F:16])[CH2:13][C@H:12]1[C:18]#[N:20])=[O:10])[C:2]1[CH:7]=[CH:6][CH:5]=[CH:4][CH:3]=1. The catalyst class is: 4. (4) Reactant: [C:1]([O:5][C:6]([NH:8][CH:9]([C:11]1[C:12]([O:28][CH3:29])=[C:13]([C:19]2[N:24]=[C:23]([C:25](O)=[O:26])[CH:22]=[CH:21][CH:20]=2)[C:14]([CH3:18])=[C:15]([Cl:17])[CH:16]=1)[CH3:10])=[O:7])([CH3:4])([CH3:3])[CH3:2].C[CH2:31][N:32](C(C)C)[CH:33](C)C.F[P-](F)(F)(F)(F)F.C[N+](C)=C(N(C)C)ON1C2N=CC=CC=2N=N1.Cl.CNC. Product: [Cl:17][C:15]1[C:14]([CH3:18])=[C:13]([C:19]2[CH:20]=[CH:21][CH:22]=[C:23]([C:25]([N:32]([CH3:33])[CH3:31])=[O:26])[N:24]=2)[C:12]([O:28][CH3:29])=[C:11]([CH:9]([NH:8][C:6](=[O:7])[O:5][C:1]([CH3:4])([CH3:2])[CH3:3])[CH3:10])[CH:16]=1. The catalyst class is: 329. (5) Reactant: Cl.NC[CH2:4][C:5]([O:7][CH2:8][CH3:9])=[O:6].CC[N:12]([CH:16]([CH3:18])[CH3:17])[CH:13]([CH3:15])C.C(Cl)Cl. Product: [CH2:8]([O:7][C:5](=[O:6])[CH2:4][C:16]1([NH:12][CH2:13][CH2:15][C:5]([O:7][CH2:8][CH3:9])=[O:6])[CH2:17][CH2:18]1)[CH3:9]. The catalyst class is: 1. (6) Reactant: [Cl:1][C:2]1[CH:3]=[C:4]([NH2:9])[CH:5]=[CH:6][C:7]=1[Cl:8].N1C(C)=CC=CC=1C.Br[CH2:19][CH2:20][C:21]([O:23][C:24]([CH3:27])([CH3:26])[CH3:25])=[O:22]. Product: [C:24]([O:23][C:21](=[O:22])[CH2:20][CH2:19][NH:9][C:4]1[CH:5]=[CH:6][C:7]([Cl:8])=[C:2]([Cl:1])[CH:3]=1)([CH3:27])([CH3:26])[CH3:25]. The catalyst class is: 11. (7) Reactant: O=[C:2]1[CH2:5][C:4]2([CH2:10][CH2:9][N:8](C(OC(C)(C)C)=O)[CH2:7][CH2:6]2)[CH2:3]1.[F:18][C:19]1[CH:20]=[C:21]([Mg]Br)[CH:22]=[C:23]([CH3:25])[CH:24]=1.C([SiH](CC)CC)C.FC(F)(F)C(O)=O.C(Cl)[Cl:43]. Product: [ClH:43].[F:18][C:19]1[CH:20]=[C:21]([CH:2]2[CH2:3][C:4]3([CH2:6][CH2:7][NH:8][CH2:9][CH2:10]3)[CH2:5]2)[CH:22]=[C:23]([CH3:25])[CH:24]=1. The catalyst class is: 1.